From a dataset of Forward reaction prediction with 1.9M reactions from USPTO patents (1976-2016). Predict the product of the given reaction. (1) Given the reactants [Br:1][C:2]1[CH:7]=[C:6]([Cl:8])[CH:5]=[CH:4][C:3]=1[N:9]1[CH:13]=[C:12]([Sn](CCCC)(CCCC)CCCC)[N:11]=[N:10]1.[Cl:27]N1C(=O)CCC1=O, predict the reaction product. The product is: [Br:1][C:2]1[CH:7]=[C:6]([Cl:8])[CH:5]=[CH:4][C:3]=1[N:9]1[CH:13]=[C:12]([Cl:27])[N:11]=[N:10]1. (2) The product is: [CH3:20][O:19][C:14]1[CH:13]=[C:12]([O:21][CH3:22])[CH:11]=[C:10]2[C:15]=1[C:16](=[O:18])[NH:17][C:8]([C:5]1[CH:6]=[CH:7][C:2]([C:37]3[CH2:42][CH2:41][N:40]([C:43]([O:45][C:46]([CH3:49])([CH3:48])[CH3:47])=[O:44])[CH2:39][CH:38]=3)=[CH:3][CH:4]=1)=[N:9]2. Given the reactants Br[C:2]1[CH:7]=[CH:6][C:5]([C:8]2[NH:17][C:16](=[O:18])[C:15]3[C:10](=[CH:11][C:12]([O:21][CH3:22])=[CH:13][C:14]=3[O:19][CH3:20])[N:9]=2)=[CH:4][CH:3]=1.C([O-])([O-])=O.[K+].[K+].CC1(C)C(C)(C)OB([C:37]2[CH2:42][CH2:41][N:40]([C:43]([O:45][C:46]([CH3:49])([CH3:48])[CH3:47])=[O:44])[CH2:39][CH:38]=2)O1, predict the reaction product. (3) Given the reactants [C:1]([CH2:4][CH2:5][CH2:6][CH2:7][C:8]1[CH:9]=[C:10](/C(=C\C=C2\N(CCCS([O-])(=O)=O)C3C=CC4C(S([O-])(=O)=O)=CC(S([O-])(=O)=O)=CC=4C=3C\2(C)C)/C=C/C2C(C)(C)C3C4C=C(S([O-])(=O)=O)C=C(S([O-])(=O)=O)C=4C=CC=3[N+]=2CCCS([O-])(=O)=O)[CH:11]=[CH:12][CH:13]=1)([OH:3])=[O:2].[Na+:79].[Na+].[Na+].[Na+].[Na+].Br/[C:85](=[CH:110]\[CH:111]=[C:112]1\[N:113]([CH2:127][CH2:128][CH2:129][S:130]([O-:133])(=[O:132])=[O:131])[C:114]2[C:119]([C:120]\1([CH3:122])[CH3:121])=[CH:118][C:117](S([O-])(=O)=O)=[CH:116][CH:115]=2)/[CH:86]=[CH:87]/[C:88]1[C:96]([CH3:98])([CH3:97])[C:95]2[C:90](=[CH:91][CH:92]=[C:93]([S:99]([O-:102])(=[O:101])=[O:100])[CH:94]=2)[N+:89]=1CCCS([O-])(=O)=O.[Na+].[Na+].[Na+], predict the reaction product. The product is: [C:1]([CH2:4][CH2:5][CH2:6][CH2:7][C:8]1[CH:13]=[C:12](/[C:85](=[CH:110]\[CH:111]=[C:112]2\[N:113]([CH2:127][CH2:128][CH2:129][S:130]([O-:133])(=[O:132])=[O:131])[C:114]3[C:119]([C:120]\2([CH3:121])[CH3:122])=[CH:118][C:117]([S:130]([O-:133])(=[O:132])=[O:131])=[CH:116][CH:115]=3)/[CH:86]=[CH:87]/[C:88]2[C:96]([CH3:98])([CH3:97])[C:95]3[C:90](=[CH:91][CH:92]=[C:93]([S:99]([O-:102])(=[O:101])=[O:100])[CH:94]=3)[N+:89]=2[CH2:91][CH2:92][CH2:93][S:99]([O-:102])(=[O:101])=[O:100])[CH:11]=[CH:10][CH:9]=1)([OH:3])=[O:2].[Na+:79].[Na+:79].[Na+:79]. (4) Given the reactants Cl.[F:2][C:3]1[CH:8]=[CH:7][C:6]([NH:9][C:10]2[CH:15]=[CH:14][N:13]=[C:12]([NH:16][C:17]3[CH:22]=[CH:21][C:20]([S:23](Cl)(=[O:25])=[O:24])=[CH:19][CH:18]=3)[N:11]=2)=[CH:5][CH:4]=1.[CH2:27]([NH:29][CH:30]1[CH2:35][CH2:34][N:33]([CH3:36])[CH2:32][CH2:31]1)[CH3:28], predict the reaction product. The product is: [F:2][C:3]1[CH:8]=[CH:7][C:6]([NH:9][C:10]2[CH:15]=[CH:14][N:13]=[C:12]([NH:16][C:17]3[CH:22]=[CH:21][C:20]([S:23]([N:29]([CH2:27][CH3:28])[CH:30]4[CH2:35][CH2:34][N:33]([CH3:36])[CH2:32][CH2:31]4)(=[O:25])=[O:24])=[CH:19][CH:18]=3)[N:11]=2)=[CH:5][CH:4]=1. (5) The product is: [C:30]([N:8]1[C:9]2[C:14](=[CH:13][CH:12]=[CH:11][CH:10]=2)[C:6]([CH2:1][CH2:2][CH2:3][CH2:4][CH3:5])=[C:7]1[C:15]1[CH:16]=[C:17]2[C:22](=[CH:23][CH:24]=1)[CH:21]=[C:20]([O:25][CH2:26][C:27]#[N:28])[CH:19]=[CH:18]2)(=[O:31])[CH3:29]. Given the reactants [CH2:1]([C:6]1[C:14]2[C:9](=[CH:10][CH:11]=[CH:12][CH:13]=2)[NH:8][C:7]=1[C:15]1[CH:16]=[C:17]2[C:22](=[CH:23][CH:24]=1)[CH:21]=[C:20]([O:25][CH2:26][C:27]#[N:28])[CH:19]=[CH:18]2)[CH2:2][CH2:3][CH2:4][CH3:5].[CH3:29][C:30](OC(C)=O)=[O:31].CC1(C)C2(CS(O)(=O)=O)C(CC1CC2)=O, predict the reaction product. (6) Given the reactants [Cl:1][C:2]1[CH:3]=[C:4]([NH:8][C:9]2[N:14]=[C:13]([C:15]3[CH:20]=[CH:19][N:18]=[C:17](Cl)[CH:16]=3)[CH:12]=[CH:11][N:10]=2)[CH:5]=[CH:6][CH:7]=1.[NH2:22][CH2:23][CH2:24][CH2:25][N:26]1[CH2:32][CH2:31][CH2:30][CH2:29][CH2:28][C:27]1=[O:33].N12CCCN=C1CCCCC2.Cl.CN(C)[CH:48]=[O:49], predict the reaction product. The product is: [Cl:1][C:2]1[CH:3]=[C:4]([NH:8][C:9]2[N:14]=[C:13]([C:15]3[CH:20]=[CH:19][N:18]=[C:17]([C:48]([NH:22][CH2:23][CH2:24][CH2:25][N:26]4[CH2:32][CH2:31][CH2:30][CH2:29][CH2:28][C:27]4=[O:33])=[O:49])[CH:16]=3)[CH:12]=[CH:11][N:10]=2)[CH:5]=[CH:6][CH:7]=1. (7) Given the reactants [C:1]([Cl:9])(=[O:8])[C:2]1[CH:7]=[CH:6][CH:5]=[CH:4][CH:3]=1.[ClH:10].Cl.Cl.[CH3:13][NH:14][CH2:15][CH2:16][N:17]([CH2:33][C:34]1[CH:39]=[CH:38][N:37]=[CH:36][CH:35]=1)[CH2:18][CH2:19][CH2:20][O:21][C:22]1[CH:23]=[C:24]2[C:29](=[CH:30][CH:31]=1)[C:28](=[O:32])[NH:27][CH2:26][CH2:25]2.C(OC(=O)C)C.Cl, predict the reaction product. The product is: [ClH:9].[ClH:10].[CH3:13][N:14]([CH2:15][CH2:16][N:17]([CH2:18][CH2:19][CH2:20][O:21][C:22]1[CH:23]=[C:24]2[C:29](=[CH:30][CH:31]=1)[C:28](=[O:32])[NH:27][CH2:26][CH2:25]2)[CH2:33][C:34]1[CH:35]=[CH:36][N:37]=[CH:38][CH:39]=1)[C:1](=[O:8])[C:2]1[CH:7]=[CH:6][CH:5]=[CH:4][CH:3]=1.